From a dataset of Full USPTO retrosynthesis dataset with 1.9M reactions from patents (1976-2016). Predict the reactants needed to synthesize the given product. (1) Given the product [C:1]([O:4][C@H:5]1[C@@H:12]([O:13][C:14](=[O:16])[CH3:15])[C@H:11]([O:17][C:18](=[O:20])[CH3:19])[C@@H:10]([CH2:21][O:22][C:23](=[O:25])[CH3:24])[O:9][C@H:6]1[O:7][CH2:30][CH2:31][CH2:26][CH:27]=[CH2:28])(=[O:3])[CH3:2], predict the reactants needed to synthesize it. The reactants are: [C:1]([O:4][C@H:5]1[C@@H:12]([O:13][C:14](=[O:16])[CH3:15])[C@H:11]([O:17][C:18](=[O:20])[CH3:19])[C@@H:10]([CH2:21][O:22][C:23](=[O:25])[CH3:24])[O:9][CH:6]1[O:7]Br)(=[O:3])[CH3:2].[C:26]1(C)[CH:31]=[CH:30]C=[CH:28][CH:27]=1.C(O)CCC=C.[Hg](C#N)C#N. (2) Given the product [Cl:11][C:9]1[CH:8]=[CH:7][N:6]2[C:2]([C:27]3[CH:28]=[CH:23][CH:24]=[C:25]([C:29]4[CH:30]=[N:31][CH:32]=[CH:33][CH:34]=4)[CH:26]=3)=[CH:3][N:4]=[C:5]2[CH:10]=1, predict the reactants needed to synthesize it. The reactants are: Br[C:2]1[N:6]2[CH:7]=[CH:8][C:9]([Cl:11])=[CH:10][C:5]2=[N:4][CH:3]=1.C(O)(=O)C(O)=O.C([Sn](CCCC)(CCCC)[C:23]1[CH:24]=[C:25]([C:29]2[CH:30]=[N:31][CH:32]=[CH:33][CH:34]=2)[CH:26]=[CH:27][CH:28]=1)CCC. (3) Given the product [CH3:3][C:2]([CH3:27])([O:4][C:5]([NH:7][C:8]1[S:9][CH:10]=[C:11]([C:13]2[CH:14]=[CH:15][C:16]3[N:17]([CH:19]=[C:20]([C:22]([OH:24])=[O:23])[N:21]=3)[CH:18]=2)[N:12]=1)=[O:6])[CH3:1], predict the reactants needed to synthesize it. The reactants are: [CH3:1][C:2]([CH3:27])([O:4][C:5]([NH:7][C:8]1[S:9][CH:10]=[C:11]([C:13]2[CH:14]=[CH:15][C:16]3[N:17]([CH:19]=[C:20]([C:22]([O:24]CC)=[O:23])[N:21]=3)[CH:18]=2)[N:12]=1)=[O:6])[CH3:3].CC(C)(OC(NC1N=C(C2C=CC3N(C=C(C(O)=O)N=3)C=2)C=CC=1)=O)C. (4) Given the product [C:10]1([CH:7]2[CH2:8][CH2:9][CH:4]([CH:3]=[O:2])[CH2:5][CH2:6]2)[CH:15]=[CH:14][CH:13]=[CH:12][CH:11]=1, predict the reactants needed to synthesize it. The reactants are: C[O:2][CH:3]=[C:4]1[CH2:9][CH2:8][CH:7]([C:10]2[CH:15]=[CH:14][CH:13]=[CH:12][CH:11]=2)[CH2:6][CH2:5]1.Cl.O.C(OCC)(=O)C. (5) Given the product [C:1]([O:5][C:6](=[O:34])[N:7]([CH2:23][CH2:24][CH2:25][CH2:26][N:27]([CH2:28][CH2:29][CH3:30])[CH2:31][CH2:32][CH3:33])[CH2:8][C:9]1[CH:10]=[CH:11][C:12]([CH2:15][N:16]([CH2:17][C:18]2[NH:19][CH:20]=[CH:21][N:22]=2)[CH2:11][C:10]2[CH:9]=[CH:8][C:39]([CH3:40])=[CH:35][N:36]=2)=[CH:13][CH:14]=1)([CH3:3])([CH3:4])[CH3:2], predict the reactants needed to synthesize it. The reactants are: [C:1]([O:5][C:6](=[O:34])[N:7]([CH2:23][CH2:24][CH2:25][CH2:26][N:27]([CH2:31][CH2:32][CH3:33])[CH2:28][CH2:29][CH3:30])[CH2:8][C:9]1[CH:14]=[CH:13][C:12]([CH2:15][NH:16][CH2:17][C:18]2[NH:19][CH:20]=[CH:21][N:22]=2)=[CH:11][CH:10]=1)([CH3:4])([CH3:3])[CH3:2].[C:35]([BH3-])#[N:36].[Na+].[C:39](O)(=O)[CH3:40].[OH-].[Na+]. (6) Given the product [CH3:15][NH:13][C:8]1[C:7]([C:2]2[CH:3]=[CH:4][CH:5]=[CH:6][C:1]=2[CH3:14])=[CH:12][N:11]=[N:10][CH:9]=1, predict the reactants needed to synthesize it. The reactants are: [C:1]1([CH3:14])[CH:6]=[CH:5][CH:4]=[CH:3][C:2]=1[C:7]1[C:8]([NH2:13])=[CH:9][N:10]=[N:11][CH:12]=1.[CH3:15]CCCCCC.C(OCC)(=O)C. (7) Given the product [CH2:37]([C:33]1[CH:34]=[C:35]([CH3:36])[C:30]([N:27]2[CH2:26][CH2:25][N:24]([C:22]([C:11]3[CH:12]=[CH:13][C:14]([N:16]4[CH2:20][CH2:19][CH2:18][C:17]4=[O:21])=[CH:15][C:10]=3[C:9]([N:8]3[CH2:40][CH2:50][CH2:49][CH2:48]3)=[O:39])=[O:23])[CH2:29][CH2:28]2)=[N:31][CH:32]=1)[CH3:38], predict the reactants needed to synthesize it. The reactants are: C(OC([N:8]([C:40](OC(C)(C)C)=O)[C:9](=[O:39])[C:10]1[CH:15]=[C:14]([N:16]2[CH2:20][CH2:19][CH2:18][C:17]2=[O:21])[CH:13]=[CH:12][C:11]=1[C:22]([N:24]1[CH2:29][CH2:28][N:27]([C:30]2[C:35]([CH3:36])=[CH:34][C:33]([CH2:37][CH3:38])=[CH:32][N:31]=2)[CH2:26][CH2:25]1)=[O:23])=O)(C)(C)C.N1C[CH2:50][CH2:49][CH2:48]1.